Dataset: Catalyst prediction with 721,799 reactions and 888 catalyst types from USPTO. Task: Predict which catalyst facilitates the given reaction. (1) Reactant: [F:1][C:2]1[CH:7]=[CH:6][C:5]([N:8]2[CH2:13][CH2:12][N:11]([C:14]3[N:19]=[CH:18][N:17]=[C:16]([N:20]([CH2:25][C:26]4[CH:31]=[CH:30][C:29]([S:32][C:33]([CH3:42])([CH3:41])[C:34]([O:36]C(C)(C)C)=[O:35])=[CH:28][CH:27]=4)[CH2:21][CH2:22][O:23][CH3:24])[CH:15]=3)[CH2:10][CH2:9]2)=[CH:4][CH:3]=1.C(O)(C(F)(F)F)=O. Product: [F:1][C:2]1[CH:3]=[CH:4][C:5]([N:8]2[CH2:9][CH2:10][N:11]([C:14]3[N:19]=[CH:18][N:17]=[C:16]([N:20]([CH2:25][C:26]4[CH:27]=[CH:28][C:29]([S:32][C:33]([CH3:42])([CH3:41])[C:34]([OH:36])=[O:35])=[CH:30][CH:31]=4)[CH2:21][CH2:22][O:23][CH3:24])[CH:15]=3)[CH2:12][CH2:13]2)=[CH:6][CH:7]=1. The catalyst class is: 4. (2) Reactant: [C:1]([O:5][C:6](=[O:15])[NH:7][C@H:8]1[CH2:13][CH2:12][C@@H:11]([NH2:14])[CH2:10][CH2:9]1)([CH3:4])([CH3:3])[CH3:2].CCN(C(C)C)C(C)C.[C:25](Cl)([O:27][CH2:28][C:29]1[CH:34]=[CH:33][CH:32]=[CH:31][CH:30]=1)=[O:26]. Product: [CH2:28]([O:27][C:25](=[O:26])[NH:14][C@H:11]1[CH2:10][CH2:9][C@@H:8]([NH:7][C:6]([O:5][C:1]([CH3:4])([CH3:2])[CH3:3])=[O:15])[CH2:13][CH2:12]1)[C:29]1[CH:34]=[CH:33][CH:32]=[CH:31][CH:30]=1. The catalyst class is: 2. (3) Reactant: FC(F)(F)C(O)=O.[Cl:8][C:9]1[C:10]([F:46])=[C:11]([CH:43]=[CH:44][CH:45]=1)[NH:12][C:13]1[C:22]2[C:17](=[CH:18][C:19]([O:41][CH3:42])=[C:20]([O:23][C@@H:24]3[CH2:28][N:27](C(OC(C)(C)C)=O)[C@H:26]([C:36](=[O:40])[N:37]([CH3:39])[CH3:38])[CH2:25]3)[CH:21]=2)[N:16]=[CH:15][N:14]=1. Product: [Cl:8][C:9]1[C:10]([F:46])=[C:11]([CH:43]=[CH:44][CH:45]=1)[NH:12][C:13]1[C:22]2[C:17](=[CH:18][C:19]([O:41][CH3:42])=[C:20]([O:23][C@@H:24]3[CH2:28][NH:27][C@H:26]([C:36](=[O:40])[N:37]([CH3:39])[CH3:38])[CH2:25]3)[CH:21]=2)[N:16]=[CH:15][N:14]=1. The catalyst class is: 2. (4) The catalyst class is: 2. Reactant: [O:1]1[C:7]2[CH:8]=[C:9]([C:12]([O:14][CH3:15])=[O:13])[CH:10]=[N:11][C:6]=2[CH2:5][N:4](C(OC(C)(C)C)=O)[CH2:3][CH2:2]1.C(O)(C(F)(F)F)=O.C(=O)(O)[O-].[Na+]. Product: [O:1]1[C:7]2[CH:8]=[C:9]([C:12]([O:14][CH3:15])=[O:13])[CH:10]=[N:11][C:6]=2[CH2:5][NH:4][CH2:3][CH2:2]1.